From a dataset of Catalyst prediction with 721,799 reactions and 888 catalyst types from USPTO. Predict which catalyst facilitates the given reaction. (1) Reactant: [NH2:1][C:2]1[C:6]([C:7]([NH2:9])=[O:8])=[C:5]([NH:10][C:11]2[CH:16]=[CH:15][CH:14]=[CH:13][CH:12]=2)[N:4]([CH2:17][C:18]2[CH:23]=[CH:22][C:21]([O:24][CH3:25])=[CH:20][CH:19]=2)[N:3]=1.[C:26]([O:30][C:31]([NH:33][CH2:34][C:35](OCC)=O)=[O:32])([CH3:29])([CH3:28])[CH3:27].[H-].[Na+].C(O)C. Product: [CH3:25][O:24][C:21]1[CH:20]=[CH:19][C:18]([CH2:17][N:4]2[C:5]([NH:10][C:11]3[CH:16]=[CH:15][CH:14]=[CH:13][CH:12]=3)=[C:6]3[C:2]([N:1]=[C:35]([CH2:34][NH:33][C:31](=[O:32])[O:30][C:26]([CH3:29])([CH3:28])[CH3:27])[NH:9][C:7]3=[O:8])=[N:3]2)=[CH:23][CH:22]=1. The catalyst class is: 12. (2) Reactant: Br[C:2]1[CH:6]=[CH:5][S:4][CH:3]=1.[C:7]([O:11][C:12]([CH3:15])([CH3:14])[CH3:13])(=[O:10])[NH:8][NH2:9].C(=O)([O-])[O-].[Cs+].[Cs+].OC1CN[C@H](C(O)=O)C1. Product: [S:4]1[CH:5]=[CH:6][C:2]([N:8]([C:7]([O:11][C:12]([CH3:15])([CH3:14])[CH3:13])=[O:10])[NH2:9])=[CH:3]1. The catalyst class is: 156. (3) Reactant: [NH2:1][C@@H:2]([C@H:8]([OH:13])[C:9]([CH3:12])([CH3:11])[CH3:10])[C:3]([O:5]CC)=[O:4]. The catalyst class is: 33. Product: [NH2:1][C@@H:2]([C@H:8]([OH:13])[C:9]([CH3:11])([CH3:10])[CH3:12])[C:3]([OH:5])=[O:4]. (4) Reactant: [NH2:1][C:2]1[CH:7]=[CH:6][C:5]([CH:8]2[C:17]([CH3:19])([CH3:18])[CH2:16][C:15]3[C:10](=[CH:11][CH:12]=[C:13]([C:20]([O:22][CH3:23])=[O:21])[CH:14]=3)[NH:9]2)=[CH:4][CH:3]=1.[CH:24]1([C:28](O)=[O:29])[CH2:27][CH2:26][CH2:25]1.C(N(CC)C(C)C)(C)C.P(Cl)(Cl)(Cl)=O. Product: [CH:24]1([C:28]([NH:1][C:2]2[CH:3]=[CH:4][C:5]([CH:8]3[C:17]([CH3:18])([CH3:19])[CH2:16][C:15]4[C:10](=[CH:11][CH:12]=[C:13]([C:20]([O:22][CH3:23])=[O:21])[CH:14]=4)[NH:9]3)=[CH:6][CH:7]=2)=[O:29])[CH2:27][CH2:26][CH2:25]1. The catalyst class is: 4.